Dataset: Full USPTO retrosynthesis dataset with 1.9M reactions from patents (1976-2016). Task: Predict the reactants needed to synthesize the given product. (1) Given the product [N+:8]([C:11]1[CH:19]=[CH:18][CH:17]=[C:16]2[C:12]=1[CH:13]([CH2:20][CH2:21][CH2:22][C:23]([O:25][CH2:26][CH3:27])=[O:24])[CH2:14][NH:15]2)([O-:10])=[O:9], predict the reactants needed to synthesize it. The reactants are: C([SiH](CC)CC)C.[N+:8]([C:11]1[CH:19]=[CH:18][CH:17]=[C:16]2[C:12]=1[C:13]([C:20](=O)[CH2:21][CH2:22][C:23]([O:25][CH2:26][CH3:27])=[O:24])=[CH:14][NH:15]2)([O-:10])=[O:9]. (2) Given the product [CH2:1]([N:8]1[CH:13]([CH2:14][O:15][CH:19]([F:27])[F:18])[CH2:12][O:11][CH:10]([CH3:16])[C:9]1=[O:17])[C:2]1[CH:3]=[CH:4][CH:5]=[CH:6][CH:7]=1, predict the reactants needed to synthesize it. The reactants are: [CH2:1]([N:8]1[CH:13]([CH2:14][OH:15])[CH2:12][O:11][CH:10]([CH3:16])[C:9]1=[O:17])[C:2]1[CH:7]=[CH:6][CH:5]=[CH:4][CH:3]=1.[F:18][C:19]([F:27])(S(F)(=O)=O)C(O)=O. (3) Given the product [CH3:1][O:2][C:3]([C:5]1([CH3:26])[CH2:11][CH2:10][NH:9][C:8]2[CH:22]=[CH:23][CH:24]=[CH:25][C:7]=2[CH2:6]1)=[O:4], predict the reactants needed to synthesize it. The reactants are: [CH3:1][O:2][C:3]([C:5]1([CH3:26])[CH2:11][CH2:10][N:9](S(C2C=CC(C)=CC=2)(=O)=O)[C:8]2[CH:22]=[CH:23][CH:24]=[CH:25][C:7]=2[CH2:6]1)=[O:4].[Mg].[Cl-].[NH4+]. (4) Given the product [Cl:21][CH2:22][CH2:23][CH2:24][CH2:25][CH:26]([C:27]1[NH:39][N:38]=[C:15]([NH:14][C:11]2[CH:12]=[CH:13][C:8]([N:6]3[CH:7]=[C:3]([Cl:2])[N:4]=[CH:5]3)=[C:9]([O:19][CH3:20])[CH:10]=2)[N:16]=1)[C:30]1[CH:35]=[CH:34][C:33]([F:36])=[C:32]([F:37])[CH:31]=1, predict the reactants needed to synthesize it. The reactants are: I.[Cl:2][C:3]1[N:4]=[CH:5][N:6]([C:8]2[CH:13]=[CH:12][C:11]([NH:14][C:15](SC)=[NH:16])=[CH:10][C:9]=2[O:19][CH3:20])[CH:7]=1.[Cl:21][CH2:22][CH2:23][CH2:24][CH2:25][CH:26]([C:30]1[CH:35]=[CH:34][C:33]([F:36])=[C:32]([F:37])[CH:31]=1)[C:27](O)=O.[NH2:38][NH2:39]. (5) Given the product [Cl:1][C:2]1[C:3]([F:26])=[C:4]([C:19]2[N:24]=[CH:23][N:22]([C@@H:28]3[C:44]4[CH:45]=[C:40]([CH:41]=[CH:42][N:43]=4)[C:39]4[N:38]([CH3:46])[N:37]=[CH:36][C:35]=4[NH:34][C:33](=[O:47])[C@H:32]([CH3:48])[CH2:31][CH2:30][CH2:29]3)[C:21](=[O:25])[CH:20]=2)[C:5]([N:8]2[CH:12]=[C:11]([C:13]3[CH:14]=[CH:15][CH:16]=[CH:17][CH:18]=3)[N:10]=[N:9]2)=[CH:6][CH:7]=1, predict the reactants needed to synthesize it. The reactants are: [Cl:1][C:2]1[C:3]([F:26])=[C:4]([C:19]2[N:24]=[CH:23][N:22]=[C:21]([OH:25])[CH:20]=2)[C:5]([N:8]2[CH:12]=[C:11]([C:13]3[CH:18]=[CH:17][CH:16]=[CH:15][CH:14]=3)[N:10]=[N:9]2)=[CH:6][CH:7]=1.N[C@@H:28]1[C:44]2[CH:45]=[C:40]([CH:41]=[CH:42][N:43]=2)[C:39]2[N:38]([CH3:46])[N:37]=[CH:36][C:35]=2[NH:34][C:33](=[O:47])[C@H:32]([CH3:48])[CH2:31][CH2:30][CH2:29]1. (6) Given the product [Cl:19][C:5]1[CH:6]=[CH:7][C:2]([F:1])=[C:3]([C:11]2[S:12][CH:13]=[C:14]([C:16]([OH:18])=[O:17])[N:15]=2)[CH:4]=1, predict the reactants needed to synthesize it. The reactants are: [F:1][C:2]1[CH:7]=[C:6](OC)[CH:5]=[C:4](F)[C:3]=1[C:11]1[S:12][CH:13]=[C:14]([C:16]([OH:18])=[O:17])[N:15]=1.[Cl:19]C1C=CC(F)=C(B(O)O)C=1.